Dataset: Catalyst prediction with 721,799 reactions and 888 catalyst types from USPTO. Task: Predict which catalyst facilitates the given reaction. (1) Reactant: [H-].[Na+].[Cl:3][C:4]1[CH:5]=[C:6]2[C:14](=[CH:15][CH:16]=1)[O:13][C:9]1([CH2:12][CH2:11][CH2:10]1)[CH2:8][C:7]2=O.[OH2:18]. Product: [Cl:3][C:4]1[CH:5]=[C:6]2[C:14](=[CH:15][CH:16]=1)[O:13][C:9]1([CH2:12][CH2:11][CH2:10]1)[CH2:8]/[C:7]/2=[CH:8]\[C:9]([O:13][CH2:14][CH3:6])=[O:18]. The catalyst class is: 83. (2) Reactant: [C:1]([C:4]1[CH:12]=[CH:11][C:7]([C:8]([OH:10])=O)=[CH:6][C:5]=1[Br:13])(=[O:3])[CH3:2].[NH2:14][C:15]1[CH:20]=[CH:19][N:18]=[CH:17][CH:16]=1.CCN(C(C)C)C(C)C.CN(C(ON1N=NC2C=CC=CC1=2)=[N+](C)C)C.[B-](F)(F)(F)F. Product: [C:1]([C:4]1[CH:12]=[CH:11][C:7]([C:8]([NH:14][C:15]2[CH:20]=[CH:19][N:18]=[CH:17][CH:16]=2)=[O:10])=[CH:6][C:5]=1[Br:13])(=[O:3])[CH3:2]. The catalyst class is: 887. (3) Product: [F:26][C:17]1[CH:16]=[C:15]([C@H:11]([NH:10][C:8]([C:6]2[CH:5]=[C:4]([O:27][CH3:28])[N:3]=[C:2]([C:34]3[S:35][CH:36]=[CH:37][N:38]=3)[N:7]=2)=[O:9])[CH2:12][O:13][CH3:14])[CH:20]=[CH:19][C:18]=1[O:21][C:22]([F:25])([F:24])[F:23]. The catalyst class is: 206. Reactant: Cl[C:2]1[N:7]=[C:6]([C:8]([NH:10][C@@H:11]([C:15]2[CH:20]=[CH:19][C:18]([O:21][C:22]([F:25])([F:24])[F:23])=[C:17]([F:26])[CH:16]=2)[CH2:12][O:13][CH3:14])=[O:9])[CH:5]=[C:4]([O:27][CH3:28])[N:3]=1.C([Sn](CCCC)(CCCC)[C:34]1[S:35][CH:36]=[CH:37][N:38]=1)CCC. (4) Reactant: [CH3:1][N:2]([CH2:4][CH2:5][CH:6]=[C:7]1[C:17]2[CH:18]=[CH:19][CH:20]=[CH:21][C:16]=2[O:15][CH2:14][C:13]2[CH:12]=[CH:11][CH:10]=[CH:9][C:8]1=2)C.Cl.[OH-].[Na+].C(O)(=O)/C=C\C(O)=O. Product: [CH3:1][NH:2][CH2:4][CH2:5]/[CH:6]=[C:7]1\[C:8]2[C:13]([CH2:14][O:15][C:16]3[C:17]\1=[CH:18][CH:19]=[CH:20][CH:21]=3)=[CH:12][CH:11]=[CH:10][CH:9]=2. The catalyst class is: 315. (5) Reactant: O1CCOCC1.[Cl:7][C:8]1[CH:13]=[CH:12][C:11]([C:14](=[O:32])[C:15]([NH:24]C(=O)OC(C)(C)C)([C:17]2[CH:18]=[N:19][C:20]([Cl:23])=[CH:21][CH:22]=2)[CH3:16])=[CH:10][C:9]=1[F:33].Cl.O1CCOCC1. Product: [NH2:24][C:15]([C:17]1[CH:18]=[N:19][C:20]([Cl:23])=[CH:21][CH:22]=1)([CH3:16])[C:14]([C:11]1[CH:12]=[CH:13][C:8]([Cl:7])=[C:9]([F:33])[CH:10]=1)=[O:32]. The catalyst class is: 6. (6) Reactant: C=O.[CH3:3][O:4][C:5]1[CH:14]=[C:13]2[C:8]([N:9]=[CH:10][C:11]([O:15][CH2:16][CH2:17][N:18]3[CH2:23][CH2:22][CH:21]([NH:24][CH2:25][C:26]4[CH:27]=[CH:28][C:29]5[S:34][CH2:33][C:32](=[O:35])[NH:31][C:30]=5[CH:36]=4)[CH2:20][CH2:19]3)=[N:12]2)=[CH:7][CH:6]=1.[C:37](O)(=O)C.C([BH3-])#N.[Na+]. Product: [CH3:3][O:4][C:5]1[CH:14]=[C:13]2[C:8]([N:9]=[CH:10][C:11]([O:15][CH2:16][CH2:17][N:18]3[CH2:23][CH2:22][CH:21]([N:24]([CH2:25][C:26]4[CH:27]=[CH:28][C:29]5[S:34][CH2:33][C:32](=[O:35])[NH:31][C:30]=5[CH:36]=4)[CH3:37])[CH2:20][CH2:19]3)=[N:12]2)=[CH:7][CH:6]=1. The catalyst class is: 525. (7) Reactant: C[O:2][C:3](=[O:25])/[CH:4]=[CH:5]/[C@@H:6]([NH:11][C:12]([C@@H:14]1[CH2:17][CH2:16][N:15]1[C:18]([O:20][C:21]([CH3:24])([CH3:23])[CH3:22])=[O:19])=[O:13])[CH2:7][CH:8]([CH3:10])[CH3:9].CO.[Li+].[OH-]. Product: [CH3:24][C:21]([O:20][C:18]([N:15]1[CH2:16][CH2:17][C@H:14]1[C:12]([NH:11][C@@H:6]([CH2:7][CH:8]([CH3:10])[CH3:9])/[CH:5]=[CH:4]/[C:3]([OH:25])=[O:2])=[O:13])=[O:19])([CH3:22])[CH3:23]. The catalyst class is: 20. (8) Reactant: Br(O)(=O)=O.[O:5]1[CH2:10][CH2:9][N:8]([C:11]([NH2:13])=[NH:12])[CH2:7][CH2:6]1.[CH3:14][O:15][C:16]1[CH:17]=[C:18]([CH:28]=[CH:29][CH:30]=1)[C:19]([CH:21]1[CH2:26][CH:25]=C[O:23][C:22]1=O)=O.CC(C)([O-:34])C.[Na+]. Product: [OH:34][CH2:25][CH2:26][C:21]1[C:22]([OH:23])=[N:12][C:11]([N:8]2[CH2:9][CH2:10][O:5][CH2:6][CH2:7]2)=[N:13][C:19]=1[C:18]1[CH:28]=[CH:29][CH:30]=[C:16]([O:15][CH3:14])[CH:17]=1. The catalyst class is: 218. (9) Product: [Br:1][C:2]1[CH:3]=[CH:4][C:5]([CH2:16][N:18]([CH2:22][CH2:21][SH:20])[CH3:19])=[C:6]([CH:8]([C:10]2[CH:15]=[CH:14][CH:13]=[CH:12][CH:11]=2)[OH:9])[CH:7]=1. Reactant: [Br:1][C:2]1[CH:3]=[CH:4][C:5]([C:16]([N:18]2[CH2:22][CH2:21][S:20][CH2:19]2)=O)=[C:6]([C:8]([C:10]2[CH:15]=[CH:14][CH:13]=[CH:12][CH:11]=2)=[O:9])[CH:7]=1. The catalyst class is: 1.